Dataset: Retrosynthesis with 50K atom-mapped reactions and 10 reaction types from USPTO. Task: Predict the reactants needed to synthesize the given product. (1) Given the product Nc1ccc(Oc2ccc(Cl)c3[nH]ncc23)c(Cl)c1, predict the reactants needed to synthesize it. The reactants are: O=[N+]([O-])c1ccc(Oc2ccc(Cl)c3[nH]ncc23)c(Cl)c1. (2) Given the product O=C(NCc1ccc(C(=O)n2ccnc2)cc1)OCc1cccnc1, predict the reactants needed to synthesize it. The reactants are: O=C(NCc1ccc(C(=O)Cl)cc1)OCc1cccnc1.c1c[nH]cn1. (3) Given the product COC(=O)c1c(C=O)c(C)n(C(=O)OCc2ccccc2)c1C, predict the reactants needed to synthesize it. The reactants are: COC(=O)c1c(C)[nH]c(C)c1C=O.O=C(Cl)OCc1ccccc1. (4) Given the product CCN(Cc1cccc(-c2ccc(C=C3SC(=O)NC3=O)cc2)c1)C(=O)OC(C)(C)C, predict the reactants needed to synthesize it. The reactants are: CCN(Cc1cccc(-c2ccc(C=O)cc2)c1)C(=O)OC(C)(C)C.O=C1CSC(=O)N1.